Dataset: hERG potassium channel inhibition data for cardiac toxicity prediction from Karim et al.. Task: Regression/Classification. Given a drug SMILES string, predict its toxicity properties. Task type varies by dataset: regression for continuous values (e.g., LD50, hERG inhibition percentage) or binary classification for toxic/non-toxic outcomes (e.g., AMES mutagenicity, cardiotoxicity, hepatotoxicity). Dataset: herg_karim. (1) The drug is CC(C)CN(C(=O)c1ccc2ccccc2c1)[C@@H]1CCNC1. The result is 1 (blocker). (2) The result is 0 (non-blocker). The molecule is C[C@]1(C(=O)O)CC[C@@](C)(c2nc(-c3ccc(C(=O)Nc4cc(C(F)(F)F)ccn4)cc3)c3c(N)nccn23)C1. (3) The result is 1 (blocker). The molecule is Cc1nc2cnc(Oc3ccc(F)c4cccnc34)cc2c(=O)n1CC1CCCN(C(C)C)C1. (4) The molecule is CCOc1cc2ncc(C(N)=O)c(Nc3ccc(F)cc3F)c2cc1N1CCN(C)CC1. The result is 0 (non-blocker). (5) The compound is CN1CCC(c2nnc(SCCCN3CC[C@]4(C[C@@H]4c4ccc(C(F)(F)F)cc4)C3)n2C)CC1=O. The result is 0 (non-blocker). (6) The drug is O=C(c1cc(F)cc(Cl)c1)N1CCn2nc(-c3ccc(F)cn3)cc2C1. The result is 0 (non-blocker). (7) The molecule is CC1CN(CC(=O)NC2C3CC4CC2CC(C(N)=O)(C4)C3)S(=O)(=O)N(c2c(Cl)cc(Cl)cc2Cl)C1. The result is 0 (non-blocker). (8) The compound is CCn1cc([C@@]2(c3nn(CC(=O)O)c(=O)o3)N[C@@H](c3nc(-c4ccc(F)cn4)c[nH]3)Cc3c2[nH]c2ccccc32)cn1. The result is 0 (non-blocker).